This data is from Peptide-MHC class I binding affinity with 185,985 pairs from IEDB/IMGT. The task is: Regression. Given a peptide amino acid sequence and an MHC pseudo amino acid sequence, predict their binding affinity value. This is MHC class I binding data. (1) The peptide sequence is RAMDVYCHR. The MHC is HLA-A69:01 with pseudo-sequence HLA-A69:01. The binding affinity (normalized) is 0.0847. (2) The peptide sequence is NYKWWWFSF. The MHC is HLA-C07:02 with pseudo-sequence HLA-C07:02. The binding affinity (normalized) is 0.520. (3) The peptide sequence is LLPRRGPRL. The binding affinity (normalized) is 0.584. The MHC is HLA-A24:02 with pseudo-sequence HLA-A24:02. (4) The peptide sequence is RVYAHVRSV. The MHC is HLA-A02:01 with pseudo-sequence HLA-A02:01. The binding affinity (normalized) is 0.898. (5) The peptide sequence is FNPMIVELA. The MHC is HLA-A02:03 with pseudo-sequence HLA-A02:03. The binding affinity (normalized) is 0.135. (6) The peptide sequence is LLIDDSFSS. The binding affinity (normalized) is 0.0847. The MHC is HLA-A69:01 with pseudo-sequence HLA-A69:01. (7) The binding affinity (normalized) is 0.411. The MHC is HLA-A23:01 with pseudo-sequence HLA-A23:01. The peptide sequence is YPLSIPATLF. (8) The peptide sequence is TPARVTGGVF. The MHC is H-2-Ld with pseudo-sequence H-2-Ld. The binding affinity (normalized) is 0.158.